Dataset: Blood-brain barrier permeability classification from the B3DB database. Task: Regression/Classification. Given a drug SMILES string, predict its absorption, distribution, metabolism, or excretion properties. Task type varies by dataset: regression for continuous measurements (e.g., permeability, clearance, half-life) or binary classification for categorical outcomes (e.g., BBB penetration, CYP inhibition). Dataset: b3db_classification. (1) The molecule is CC(=O)[C@]1(N)Cc2c(O)c3c(c(O)c2[C@@H](O[C@H]2C[C@H](O)[C@H](O)CO2)C1)C(=O)c1ccccc1C3=O. The result is 0 (does not penetrate BBB). (2) The compound is O=c1c(Br)ccc2n1C[C@@H]1CNC[C@@H]2C1. The result is 1 (penetrates BBB).